From a dataset of Forward reaction prediction with 1.9M reactions from USPTO patents (1976-2016). Predict the product of the given reaction. (1) Given the reactants [CH2:1]([O:3][C:4]([C:6]1[N:7]([C:18]2[CH:23]=[CH:22][C:21]([O:24][CH:25]([CH3:27])[CH3:26])=[CH:20][CH:19]=2)[C:8]2[C:13]([C:14]=1[S:15][CH3:16])=[CH:12][C:11]([Br:17])=[CH:10][CH:9]=2)=[O:5])[CH3:2].I([O-])(=O)(=O)=[O:29].C([N+](CCCC)(CCCC)CCCC)CCC, predict the reaction product. The product is: [CH2:1]([O:3][C:4]([C:6]1[N:7]([C:18]2[CH:19]=[CH:20][C:21]([O:24][CH:25]([CH3:26])[CH3:27])=[CH:22][CH:23]=2)[C:8]2[C:13]([C:14]=1[S:15]([CH3:16])=[O:29])=[CH:12][C:11]([Br:17])=[CH:10][CH:9]=2)=[O:5])[CH3:2]. (2) Given the reactants I[C:2]1[C:10]2[C:5](=[CH:6][C:7]([C@H:11]3[C@@:13]4([C:21]5[C:16](=[CH:17][CH:18]=[CH:19][CH:20]=5)[N:15]([CH3:22])[C:14]4=[O:23])[CH2:12]3)=[CH:8][CH:9]=2)[NH:4][N:3]=1.CC1(C)C(C)(C)OB(/[CH:32]=[CH:33]/[C:34]2[CH:39]=[CH:38][C:37]([N:40]3[CH2:45][CH2:44][N:43](C(OC(C)(C)C)=O)[CH2:42][CH2:41]3)=[CH:36][CH:35]=2)O1.[C:54]([OH:60])([C:56]([F:59])([F:58])[F:57])=[O:55], predict the reaction product. The product is: [F:57][C:56]([F:59])([F:58])[C:54]([OH:60])=[O:55].[CH3:22][N:15]1[C:16]2[C:21](=[CH:20][CH:19]=[CH:18][CH:17]=2)[C@:13]2([CH2:12][C@H:11]2[C:7]2[CH:6]=[C:5]3[C:10]([C:2](/[CH:32]=[CH:33]/[C:34]4[CH:35]=[CH:36][C:37]([N:40]5[CH2:45][CH2:44][NH:43][CH2:42][CH2:41]5)=[CH:38][CH:39]=4)=[N:3][NH:4]3)=[CH:9][CH:8]=2)[C:14]1=[O:23]. (3) Given the reactants Cl[C:2]1[N:7]=[C:6]2[O:8][C:9]([C:11]3[CH:16]=[CH:15][CH:14]=[CH:13][CH:12]=3)=[N:10][C:5]2=[CH:4][CH:3]=1.[NH:17]1[CH2:21][CH2:20][CH2:19][CH2:18]1, predict the reaction product. The product is: [C:11]1([C:9]2[O:8][C:6]3[C:5]([N:10]=2)=[CH:4][CH:3]=[C:2]([N:17]2[CH2:21][CH2:20][CH2:19][CH2:18]2)[N:7]=3)[CH:16]=[CH:15][CH:14]=[CH:13][CH:12]=1. (4) Given the reactants [C:1]1([Si:7](Cl)([C:14]2[CH:19]=[CH:18][CH:17]=[CH:16][CH:15]=2)[C:8]2[CH:13]=[CH:12][CH:11]=[CH:10][CH:9]=2)[CH:6]=[CH:5][CH:4]=[CH:3][CH:2]=1.[OH:21][CH2:22][CH2:23][CH2:24][CH2:25][CH2:26][N:27]1[CH:32]=[CH:31][C:30](=[O:33])[NH:29][C:28]1=[O:34], predict the reaction product. The product is: [C:1]1([Si:7]([C:14]2[CH:19]=[CH:18][CH:17]=[CH:16][CH:15]=2)([C:8]2[CH:13]=[CH:12][CH:11]=[CH:10][CH:9]=2)[O:21][CH2:22][CH2:23][CH2:24][CH2:25][CH2:26][N:27]2[CH:32]=[CH:31][C:30](=[O:33])[NH:29][C:28]2=[O:34])[CH:6]=[CH:5][CH:4]=[CH:3][CH:2]=1.